Predict the product of the given reaction. From a dataset of Forward reaction prediction with 1.9M reactions from USPTO patents (1976-2016). (1) Given the reactants [CH2:1]([O:3][C:4]1[CH:5]=[C:6]([CH2:13][CH2:14][NH2:15])[CH:7]=[CH:8][C:9]=1[O:10][CH2:11][CH3:12])[CH3:2].[CH3:16][C:17]#N, predict the reaction product. The product is: [CH2:1]([O:3][C:4]1[CH:5]=[C:6]([CH2:13][CH2:14][NH:15][CH2:16][CH3:17])[CH:7]=[CH:8][C:9]=1[O:10][CH2:11][CH3:12])[CH3:2]. (2) The product is: [Cl:1][C:2]1[CH:28]=[CH:27][C:5]2[O:6][C:7]3[CH:25]=[CH:24][CH:23]=[C:22]([F:29])[C:8]=3[C@@H:9]3[C@H:14]([NH:15][C:16](=[O:21])[C:17]([F:19])([F:18])[F:20])[CH2:13][CH2:12][CH2:11][N:10]3[C:4]=2[CH:3]=1. Given the reactants [Cl:1][C:2]1[CH:28]=[CH:27][C:5]2[O:6][C:7]3[C:25](F)=[CH:24][CH:23]=[CH:22][C:8]=3[C@@H:9]3[C@H:14]([NH:15][C:16](=[O:21])[C:17]([F:20])([F:19])[F:18])[CH2:13][CH2:12][CH2:11][N:10]3[C:4]=2[CH:3]=1.[F:29]C1C=CC=C(F)C=1C=O, predict the reaction product. (3) Given the reactants [S:1]1[CH:5]=[C:4]([CH2:6][N:7]2[C:15]3[C:10](=[CH:11][C:12]([NH:16][C:17]4[C:26]5[C:21](=[CH:22][CH:23]=[CH:24][C:25]=5[O:27][C@H:28]([CH3:33])[C:29]([O:31]C)=O)[N:20]=[CH:19][N:18]=4)=[CH:13][CH:14]=3)[CH:9]=[N:8]2)[N:3]=[CH:2]1.[NH:34]1[CH2:38][CH2:37][CH2:36][CH2:35]1, predict the reaction product. The product is: [CH3:33][C@@H:28]([O:27][C:25]1[CH:24]=[CH:23][CH:22]=[C:21]2[C:26]=1[C:17]([NH:16][C:12]1[CH:11]=[C:10]3[C:15](=[CH:14][CH:13]=1)[N:7]([CH2:6][C:4]1[N:3]=[CH:2][S:1][CH:5]=1)[N:8]=[CH:9]3)=[N:18][CH:19]=[N:20]2)[C:29](=[O:31])[N:34]1[CH2:38][CH2:37][CH2:36][CH2:35]1. (4) Given the reactants C1(P(C2C=CC=CC=2)C2C=CC=CC=2)C=CC=CC=1.CC(OC(/N=N/C(OC(C)C)=O)=O)C.[Br:34][C:35]1[CH:40]=[CH:39][C:38]([OH:41])=[C:37]([N+:42]([O-:44])=[O:43])[CH:36]=1.[Cl:45][C:46]1[CH:51]=[CH:50][C:49]([CH:52](O)[CH2:53][CH2:54][CH3:55])=[CH:48][CH:47]=1, predict the reaction product. The product is: [Br:34][C:35]1[CH:40]=[CH:39][C:38]([O:41][CH:52]([C:49]2[CH:48]=[CH:47][C:46]([Cl:45])=[CH:51][CH:50]=2)[CH2:53][CH2:54][CH3:55])=[C:37]([N+:42]([O-:44])=[O:43])[CH:36]=1. (5) Given the reactants OC(C(F)(F)F)=O.[NH:8]1[CH2:11][CH:10]([C:12]2[CH:33]=[CH:32][C:15]3[C:16]4[N:17]=[C:18]([C:24]5[N:25]([CH:29]([CH3:31])[CH3:30])[N:26]=[CH:27][N:28]=5)[S:19][C:20]=4[CH2:21][CH2:22][O:23][C:14]=3[CH:13]=2)[CH2:9]1.[C-:34]#[N:35].[Na+].CC(C)=O.[CH2:41]1[CH2:45]OC[CH2:42]1, predict the reaction product. The product is: [CH:29]([N:25]1[C:24]([C:18]2[S:19][C:20]3[CH2:21][CH2:22][O:23][C:14]4[CH:13]=[C:12]([CH:10]5[CH2:11][N:8]([C:41]([CH3:42])([CH3:45])[C:34]#[N:35])[CH2:9]5)[CH:33]=[CH:32][C:15]=4[C:16]=3[N:17]=2)=[N:28][CH:27]=[N:26]1)([CH3:31])[CH3:30].